This data is from Forward reaction prediction with 1.9M reactions from USPTO patents (1976-2016). The task is: Predict the product of the given reaction. (1) Given the reactants C([O:4][C:5]1[CH:26]=[CH:25][C:8]([CH:9]2[CH2:18][C:17]3[C:12](=[CH:13][C:14]([O:19]C(=O)C)=[CH:15][CH:16]=3)[O:11][CH:10]2[CH2:23][CH3:24])=[CH:7][CH:6]=1)(=O)C.[OH-].[K+].C(O)(=O)C, predict the reaction product. The product is: [OH:4][C:5]1[CH:26]=[CH:25][C:8]([CH:9]2[CH2:18][C:17]3[C:12](=[CH:13][C:14]([OH:19])=[CH:15][CH:16]=3)[O:11][CH:10]2[CH2:23][CH3:24])=[CH:7][CH:6]=1. (2) The product is: [CH:1]1([C@H:5]([NH:7][C:8]2[N:16]=[C:15]([C:17]3[NH:45][N:44]=[N:43][CH:18]=3)[N:14]=[C:13]3[C:9]=2[N:10]([CH2:28][C:29]2[CH:30]=[CH:31][C:32]([C:35]([F:38])([F:36])[F:37])=[CH:33][CH:34]=2)[C:11]([C:19]2[CH:24]=[C:23]([CH:25]([CH3:26])[CH3:27])[CH:22]=[CH:21][N:20]=2)=[N:12]3)[CH3:6])[CH2:4][CH2:3][CH2:2]1. Given the reactants [CH:1]1([C@H:5]([NH:7][C:8]2[N:16]=[C:15]([C:17]#[CH:18])[N:14]=[C:13]3[C:9]=2[N:10]([CH2:28][C:29]2[CH:34]=[CH:33][C:32]([C:35]([F:38])([F:37])[F:36])=[CH:31][CH:30]=2)[C:11]([C:19]2[CH:24]=[C:23]([CH:25]([CH3:27])[CH3:26])[CH:22]=[CH:21][N:20]=2)=[N:12]3)[CH3:6])[CH2:4][CH2:3][CH2:2]1.[Si]([N:43]=[N+:44]=[N-:45])(C)(C)C, predict the reaction product. (3) The product is: [CH3:1][O:2][C:3](=[O:18])[CH2:4][C:5]1[CH:14]=[C:13]([O:15][C:20]2[CH:25]=[CH:24][C:23]([S:26]([CH2:29][CH3:30])(=[O:27])=[O:28])=[CH:22][N:21]=2)[C:12]2[C:7](=[CH:8][CH:9]=[C:10]([F:16])[CH:11]=2)[C:6]=1[CH3:17]. Given the reactants [CH3:1][O:2][C:3](=[O:18])[CH2:4][C:5]1[CH:14]=[C:13]([OH:15])[C:12]2[C:7](=[CH:8][CH:9]=[C:10]([F:16])[CH:11]=2)[C:6]=1[CH3:17].Br[C:20]1[CH:25]=[CH:24][C:23]([S:26]([CH2:29][CH3:30])(=[O:28])=[O:27])=[CH:22][N:21]=1.COC(=O)C(=CC1C=CC(F)=CC=1)CC(O)=O, predict the reaction product.